Dataset: Reaction yield outcomes from USPTO patents with 853,638 reactions. Task: Predict the reaction yield, written as a fraction of the theoretical maximum amount of product (1.0 means a 100% yield; for example, 0.34 means a 34% yield). The reactants are [NH2:1][C:2]1[CH:7]=[CH:6][C:5]([CH2:8][CH2:9][OH:10])=[CH:4][CH:3]=1.[O:11](C(OC(C)(C)C)=O)[C:12]([O:14][C:15]([CH3:18])([CH3:17])[CH3:16])=O. The catalyst is C1COCC1. The product is [OH:10][CH2:9][CH2:8][C:5]1[CH:6]=[CH:7][C:2]([NH:1][C:12](=[O:11])[O:14][C:15]([CH3:18])([CH3:17])[CH3:16])=[CH:3][CH:4]=1. The yield is 0.750.